This data is from Forward reaction prediction with 1.9M reactions from USPTO patents (1976-2016). The task is: Predict the product of the given reaction. (1) Given the reactants OC(C(F)(F)F)=O.[OH:8][C@H:9]1[C@H:14]([N:15]2[CH2:19][CH2:18][O:17][C:16]2=[O:20])[CH2:13][CH2:12][NH:11][CH2:10]1.[Cl:21][C:22]1[N:26]2[CH:27]=[C:28]([CH2:35][CH:36]([CH3:38])[CH3:37])[CH:29]=[C:30]([C:31]([F:34])([F:33])[F:32])[C:25]2=[N:24][C:23]=1[C:39](O)=[O:40].CCN(C(C)C)C(C)C.CN(C(ON1N=NC2C=CC=NC1=2)=[N+](C)C)C.F[P-](F)(F)(F)(F)F, predict the reaction product. The product is: [Cl:21][C:22]1[N:26]2[CH:27]=[C:28]([CH2:35][CH:36]([CH3:37])[CH3:38])[CH:29]=[C:30]([C:31]([F:33])([F:32])[F:34])[C:25]2=[N:24][C:23]=1[C:39]([N:11]1[CH2:12][CH2:13][C@@H:14]([N:15]2[CH2:19][CH2:18][O:17][C:16]2=[O:20])[C@H:9]([OH:8])[CH2:10]1)=[O:40]. (2) Given the reactants [CH2:1]([N:8]1[CH2:12][CH2:11][C:10]([C:20]2[CH:21]=[C:22]3[C:26](=[CH:27][CH:28]=2)[NH:25][CH:24]=[CH:23]3)([CH2:13][C:14]2[CH:19]=[CH:18][CH:17]=[CH:16][CH:15]=2)[CH2:9]1)[C:2]1[CH:7]=[CH:6][CH:5]=[CH:4][CH:3]=1.[C:29](O[C:29]([O:31][C:32]([CH3:35])([CH3:34])[CH3:33])=[O:30])([O:31][C:32]([CH3:35])([CH3:34])[CH3:33])=[O:30].C(N(CC)CC)C, predict the reaction product. The product is: [C:32]([O:31][C:29]([N:25]1[C:26]2[C:22](=[CH:21][C:20]([C:10]3([CH2:13][C:14]4[CH:19]=[CH:18][CH:17]=[CH:16][CH:15]=4)[CH2:11][CH2:12][N:8]([CH2:1][C:2]4[CH:7]=[CH:6][CH:5]=[CH:4][CH:3]=4)[CH2:9]3)=[CH:28][CH:27]=2)[CH:23]=[CH:24]1)=[O:30])([CH3:35])([CH3:34])[CH3:33]. (3) Given the reactants [NH2:1][C:2]1[CH:3]=[C:4]([CH:8]=[CH:9][C:10]=1[O:11][CH3:12])[C:5]([NH2:7])=[O:6].C([N:21]=[C:22]=[S:23])(=O)C1C=CC=CC=1.O, predict the reaction product. The product is: [CH3:12][O:11][C:10]1[CH:9]=[CH:8][C:4]([C:5]([NH2:7])=[O:6])=[CH:3][C:2]=1[NH:1][C:22]([NH2:21])=[S:23]. (4) The product is: [CH3:12][N+:11]([CH2:10][C@H:5]([OH:4])[CH2:6][C:7]([OH:9])=[O:8])([CH3:13])[CH3:14].[CH:16](/[C:15]([O-:22])=[O:21])=[CH:17]\[C:18]([O-:20])=[O:19]. Given the reactants CC([O:4][C@@H:5]([CH2:10][N+:11]([CH3:14])([CH3:13])[CH3:12])[CH2:6][C:7]([O-:9])=[O:8])=O.[C:15]([OH:22])(=[O:21])/[CH:16]=[CH:17]/[C:18]([OH:20])=[O:19], predict the reaction product. (5) Given the reactants [Na].[Ca:2].[C:3]([O-:15])(=[O:14])[CH2:4][C:5]([CH2:10][C:11]([O-:13])=[O:12])([C:7]([O-:9])=[O:8])[OH:6], predict the reaction product. The product is: [C:3]([O-:15])(=[O:14])[CH2:4][C:5]([CH2:10][C:11]([O-:13])=[O:12])([C:7]([O-:9])=[O:8])[OH:6].[Ca+2:2].[C:3]([O-:15])(=[O:14])[CH2:4][C:5]([CH2:10][C:11]([O-:13])=[O:12])([C:7]([O-:9])=[O:8])[OH:6].[Ca+2:2].[Ca+2:2]. (6) Given the reactants [C:1]1(=[O:8])[NH:7][CH2:6][CH2:5][CH2:4][CH2:3][CH2:2]1.C1(=N[OH:16])CCCCC1.Cl, predict the reaction product. The product is: [C:1]1(=[O:8])[NH:7][CH2:6][CH2:5][CH2:4][CH2:3][CH2:2]1.[NH2:7][CH2:6][CH2:5][CH2:4][CH2:3][CH2:2][C:1]([OH:8])=[O:16]. (7) The product is: [O:1]=[CH:2][C@@H:3]([C@H:5]([C@H:7]([CH2:9][OH:10])[OH:8])[OH:6])[OH:4]. Given the reactants [O:1]=[CH:2][C@@H:3]([C@H:5]([C@@H:7]([C@@H:9](CO)[OH:10])[OH:8])[OH:6])[OH:4].O=C[C@H]([C@@H]([C@H]([C@H](CO)O)O)O)O, predict the reaction product. (8) The product is: [CH2:17]([O:19][C:20]([CH:21]1[CH:22]([C:23]2[CH:28]=[CH:27][C:26]([Cl:29])=[C:25]([Cl:30])[CH:24]=2)[CH2:3][N:4]([CH2:10][C:11]2[CH:12]=[CH:13][CH:14]=[CH:15][CH:16]=2)[CH2:5]1)=[O:31])[CH3:18]. Given the reactants CO[CH2:3][N:4]([CH2:10][C:11]1[CH:16]=[CH:15][CH:14]=[CH:13][CH:12]=1)[CH2:5][Si](C)(C)C.[CH2:17]([O:19][C:20](=[O:31])/[CH:21]=[CH:22]/[C:23]1[CH:28]=[CH:27][C:26]([Cl:29])=[C:25]([Cl:30])[CH:24]=1)[CH3:18].FC(F)(F)C(O)=O, predict the reaction product. (9) The product is: [C:20]([CH2:19][NH:18][C:16]([C:13]1[C:14](=[O:15])[N:9]([CH2:8][C:5]2[CH:6]=[CH:7][C:2]([C:34]3[CH:35]=[CH:36][C:31]([C:28]([OH:30])=[O:29])=[CH:32][CH:33]=3)=[CH:3][C:4]=2[F:27])[N:10]=[C:11]([CH:24]([CH3:26])[CH3:25])[C:12]=1[OH:23])=[O:17])([OH:22])=[O:21]. Given the reactants Br[C:2]1[CH:7]=[CH:6][C:5]([CH2:8][N:9]2[C:14](=[O:15])[C:13]([C:16]([NH:18][CH2:19][C:20]([OH:22])=[O:21])=[O:17])=[C:12]([OH:23])[C:11]([CH:24]([CH3:26])[CH3:25])=[N:10]2)=[C:4]([F:27])[CH:3]=1.[C:28]([C:31]1[CH:36]=[CH:35][C:34](B(O)O)=[CH:33][CH:32]=1)([OH:30])=[O:29].C(=O)([O-])[O-].[K+].[K+].Cl, predict the reaction product.